This data is from Forward reaction prediction with 1.9M reactions from USPTO patents (1976-2016). The task is: Predict the product of the given reaction. Given the reactants [F:1][C:2]1[CH:3]=[C:4]([OH:26])[C:5]2[CH:6]=[N:7][N:8]([C:11]3[CH:16]=[CH:15][C:14]([O:17]CC4C=CC=CC=4)=[C:13]([F:25])[CH:12]=3)[C:9]=2[CH:10]=1, predict the reaction product. The product is: [F:1][C:2]1[CH:3]=[C:4]([OH:26])[C:5]2[CH:6]=[N:7][N:8]([C:11]3[CH:16]=[CH:15][C:14]([OH:17])=[C:13]([F:25])[CH:12]=3)[C:9]=2[CH:10]=1.